Predict the reactants needed to synthesize the given product. From a dataset of Full USPTO retrosynthesis dataset with 1.9M reactions from patents (1976-2016). (1) Given the product [F:1][C:2]1[CH:11]=[C:10]2[C:5]([N:6]=[CH:7][C:8](=[O:12])[NH:9]2)=[CH:4][CH:3]=1, predict the reactants needed to synthesize it. The reactants are: [F:1][C:2]1[CH:11]=[C:10]2[C:5]([NH:6][CH2:7][C:8](=[O:12])[NH:9]2)=[CH:4][CH:3]=1. (2) Given the product [NH2:12][CH2:11][C:1]1[C:10]2[C:5](=[CH:6][CH:7]=[CH:8][CH:9]=2)[CH:4]=[CH:3][N:2]=1, predict the reactants needed to synthesize it. The reactants are: [C:1]1([C:11]#[N:12])[C:10]2[C:5](=[CH:6][CH:7]=[CH:8][CH:9]=2)[CH:4]=[CH:3][N:2]=1. (3) Given the product [CH:1]([C:4]1[N:5]=[C:6]([C:9]([N:11]2[CH2:16][C:15]3([CH2:17][CH2:18][NH:19][CH2:20][CH2:21]3)[O:14][CH2:13][CH2:12]2)=[O:10])[S:7][CH:8]=1)([CH3:3])[CH3:2], predict the reactants needed to synthesize it. The reactants are: [CH:1]([C:4]1[N:5]=[C:6]([C:9]([N:11]2[CH2:16][C:15]3([CH2:21][CH2:20][N:19](C(OC(C)(C)C)=O)[CH2:18][CH2:17]3)[O:14][CH2:13][CH2:12]2)=[O:10])[S:7][CH:8]=1)([CH3:3])[CH3:2].FC(F)(F)C(O)=O.C1(C)C=CC=CC=1. (4) Given the product [CH2:60]([C@H:26]1[CH2:31][N:30]([CH:32]2[CH2:33][O:34][CH2:35]2)[CH2:29][CH2:28][N:27]1[C:36]1[CH:37]=[CH:38][C:39]([NH:42][C:43]2[C:44](=[O:59])[N:45]([CH3:58])[CH:46]=[C:47]([C:2]3[C:7]([CH:8]=[O:9])=[C:6]([N:10]4[CH:22]=[CH:21][N:13]5[C:14]6[CH2:15][CH2:16][CH2:17][CH2:18][C:19]=6[CH:20]=[C:12]5[C:11]4=[O:23])[N:5]=[CH:4][CH:3]=3)[CH:48]=2)=[N:40][CH:41]=1)[CH3:61], predict the reactants needed to synthesize it. The reactants are: Cl[C:2]1[C:7]([CH:8]=[O:9])=[C:6]([N:10]2[CH2:22][CH2:21][N:13]3[C:14]4[CH2:15][CH2:16][CH2:17][CH2:18][C:19]=4[CH:20]=[C:12]3[C:11]2=[O:23])[N:5]=[CH:4][CH:3]=1.C([C@H:26]1[CH2:31][N:30]([CH:32]2[CH2:35][O:34][CH2:33]2)[CH2:29][CH2:28][N:27]1[C:36]1[CH:37]=[CH:38][C:39]([NH:42][C:43]2[C:44](=[O:59])[N:45]([CH3:58])[CH:46]=[C:47](B3OC(C)(C)C(C)(C)O3)[CH:48]=2)=[N:40][CH:41]=1)C.[C:60]([O-])(=O)[CH3:61].[K+]. (5) Given the product [Br:1][C:2]1[CH:3]=[CH:4][C:5]([O:15][CH2:16][C:17]2[CH:22]=[CH:21][C:20]([F:23])=[CH:19][CH:18]=2)=[C:6]([C:8]2[N:24]([C:25]3[CH:26]=[C:27]([C:35]([OH:37])=[O:36])[C:28]4[C:33]([CH:34]=3)=[CH:32][CH:31]=[CH:30][CH:29]=4)[C:11]([CH3:12])=[CH:10][CH:9]=2)[CH:7]=1, predict the reactants needed to synthesize it. The reactants are: [Br:1][C:2]1[CH:3]=[CH:4][C:5]([O:15][CH2:16][C:17]2[CH:22]=[CH:21][C:20]([F:23])=[CH:19][CH:18]=2)=[C:6]([C:8](=O)[CH2:9][CH2:10][C:11](=O)[CH3:12])[CH:7]=1.[NH2:24][C:25]1[CH:26]=[C:27]([C:35]([OH:37])=[O:36])[C:28]2[C:33]([CH:34]=1)=[CH:32][CH:31]=[CH:30][CH:29]=2.CC1C=CC(S(O)(=O)=O)=CC=1.